From a dataset of Forward reaction prediction with 1.9M reactions from USPTO patents (1976-2016). Predict the product of the given reaction. (1) Given the reactants [NH2:1][C:2]1[C:7](Br)=[N:6][C:5]([Br:9])=[CH:4][N:3]=1.[C:10]([O:14][C:15]([N:17]1[CH2:22][CH2:21][NH:20][CH2:19][CH2:18]1)=[O:16])([CH3:13])([CH3:12])[CH3:11], predict the reaction product. The product is: [NH2:1][C:2]1[C:7]([N:20]2[CH2:19][CH2:18][N:17]([C:15]([O:14][C:10]([CH3:13])([CH3:12])[CH3:11])=[O:16])[CH2:22][CH2:21]2)=[N:6][C:5]([Br:9])=[CH:4][N:3]=1. (2) Given the reactants [CH3:1][O:2][C:3](=[O:15])[CH2:4][CH2:5][C:6]1[CH:11]=[CH:10][C:9]([F:12])=[CH:8][C:7]=1SC.[O-][Mn](=O)(=O)=O.[K+].[O-:22][S:23]([O-:26])(=S)=O.[Na+].[Na+].[C:29](O)(=O)C, predict the reaction product. The product is: [CH3:1][O:2][C:3](=[O:15])[CH2:4][CH2:5][C:6]1[CH:11]=[CH:10][C:9]([F:12])=[CH:8][C:7]=1[S:23]([CH3:29])(=[O:26])=[O:22]. (3) Given the reactants Cl.[C:2]1([CH2:8][C:9]([NH2:11])=[NH:10])[CH:7]=[CH:6][CH:5]=[CH:4][CH:3]=1.[C:12]([C:15](=[CH:21]OCC)[C:16]([O:18][CH2:19][CH3:20])=[O:17])(=O)[CH3:13].C([O-])(=O)C.[Na+], predict the reaction product. The product is: [CH2:8]([C:9]1[N:11]=[C:12]([CH3:13])[C:15]([C:16]([O:18][CH2:19][CH3:20])=[O:17])=[CH:21][N:10]=1)[C:2]1[CH:7]=[CH:6][CH:5]=[CH:4][CH:3]=1. (4) Given the reactants [CH2:1]([N:8]([CH2:10][C:11]1[C:12]([C:43]([OH:45])=O)=[C:13]([N:28]([CH2:34][C:35]2[C:40]([F:41])=[CH:39][CH:38]=[CH:37][C:36]=2[F:42])[C:29](OCC)=[O:30])[S:14][C:15]=1[C:16]1[CH:21]=[CH:20][C:19]([NH:22][C:23]([NH:25][O:26][CH3:27])=[O:24])=[CH:18][CH:17]=1)[CH3:9])[C:2]1[CH:7]=[CH:6][CH:5]=[CH:4][CH:3]=1.P(C#N)(OCC)(OCC)=O.[OH:56][C:57]([C:60]1[CH:66]=[CH:65][C:63]([NH2:64])=[CH:62][CH:61]=1)([CH3:59])[CH3:58].C(N(C(C)C)C(C)C)C.[O-]CC.[Na+], predict the reaction product. The product is: [CH2:1]([N:8]([CH2:10][C:11]1[C:12]2[C:43](=[O:45])[N:64]([C:63]3[CH:62]=[CH:61][C:60]([C:57]([OH:56])([CH3:58])[CH3:59])=[CH:66][CH:65]=3)[C:29](=[O:30])[N:28]([CH2:34][C:35]3[C:36]([F:42])=[CH:37][CH:38]=[CH:39][C:40]=3[F:41])[C:13]=2[S:14][C:15]=1[C:16]1[CH:21]=[CH:20][C:19]([NH:22][C:23]([NH:25][O:26][CH3:27])=[O:24])=[CH:18][CH:17]=1)[CH3:9])[C:2]1[CH:3]=[CH:4][CH:5]=[CH:6][CH:7]=1.